This data is from Forward reaction prediction with 1.9M reactions from USPTO patents (1976-2016). The task is: Predict the product of the given reaction. Given the reactants [F:1][C:2]1[C:14]([NH:15][CH2:16][C:17]2[CH:22]=[C:21]([C:23]3[CH:28]=[CH:27][CH:26]=[C:25]([F:29])[CH:24]=3)[CH:20]=[C:19]([CH3:30])[C:18]=2[O:31]C)=[C:13]([F:33])[CH:12]=[CH:11][C:3]=1[O:4][CH2:5][C:6]([O:8][CH2:9][CH3:10])=[O:7].[Al+3].[Cl-].[Cl-].[Cl-].CCS, predict the reaction product. The product is: [F:1][C:2]1[C:14]([NH:15][CH2:16][C:17]2[CH:22]=[C:21]([C:23]3[CH:28]=[CH:27][CH:26]=[C:25]([F:29])[CH:24]=3)[CH:20]=[C:19]([CH3:30])[C:18]=2[OH:31])=[C:13]([F:33])[CH:12]=[CH:11][C:3]=1[O:4][CH2:5][C:6]([O:8][CH2:9][CH3:10])=[O:7].